From a dataset of Peptide-MHC class I binding affinity with 185,985 pairs from IEDB/IMGT. Regression. Given a peptide amino acid sequence and an MHC pseudo amino acid sequence, predict their binding affinity value. This is MHC class I binding data. (1) The peptide sequence is LPQYFTFDL. The MHC is HLA-B27:03 with pseudo-sequence HLA-B27:03. The binding affinity (normalized) is 0.0847. (2) The peptide sequence is SSCSSCPLSKI. The MHC is HLA-A31:01 with pseudo-sequence HLA-A31:01. The binding affinity (normalized) is 0.129. (3) The peptide sequence is VALWNDGTV. The MHC is HLA-B44:02 with pseudo-sequence HLA-B44:02. The binding affinity (normalized) is 0.0847.